From a dataset of Catalyst prediction with 721,799 reactions and 888 catalyst types from USPTO. Predict which catalyst facilitates the given reaction. (1) Reactant: Br[C:2]1[CH:7]=[CH:6][CH:5]=[C:4]([F:8])[C:3]=1[C:9]([F:12])([F:11])[F:10].C(=O)([O-])[O-].[Cs+].[Cs+].[N:19]1[CH:24]=[CH:23][C:22](B(O)O)=[CH:21][CH:20]=1.[Cl-].[NH4+]. Product: [F:8][C:4]1[C:3]([C:9]([F:12])([F:11])[F:10])=[C:2]([C:22]2[CH:23]=[CH:24][N:19]=[CH:20][CH:21]=2)[CH:7]=[CH:6][CH:5]=1. The catalyst class is: 9. (2) Reactant: C(O[C:5](=[O:7])[CH3:6])(=O)C.[CH:8]12[CH2:13][CH:12]1[CH2:11][N:10]([C:14]([C:16]1[S:17][C:18]([C:28]3[CH:33]=[CH:32][C:31]([S:34]([NH2:37])(=[O:36])=[O:35])=[CH:30][CH:29]=3)=[C:19]([C:21]3[CH:26]=[CH:25][C:24]([Cl:27])=[CH:23][CH:22]=3)[N:20]=1)=[O:15])[CH2:9]2. Product: [CH:12]12[CH2:13][CH:8]1[CH2:9][N:10]([C:14]([C:16]1[S:17][C:18]([C:28]3[CH:33]=[CH:32][C:31]([S:34]([NH:37][C:5](=[O:7])[CH3:6])(=[O:36])=[O:35])=[CH:30][CH:29]=3)=[C:19]([C:21]3[CH:22]=[CH:23][C:24]([Cl:27])=[CH:25][CH:26]=3)[N:20]=1)=[O:15])[CH2:11]2. The catalyst class is: 228. (3) Reactant: [NH2:1][C:2]1[CH:3]=[C:4]([C:8]2[CH:15]=[CH:14][C:11]([C:12]#[N:13])=[C:10]([Cl:16])[CH:9]=2)[CH:5]=[N:6][CH:7]=1.[F:17][C:18]1[CH:23]=[CH:22][C:21]([S:24](Cl)(=[O:26])=[O:25])=[C:20]([CH3:28])[CH:19]=1. Product: [Cl:16][C:10]1[CH:9]=[C:8]([C:4]2[CH:3]=[C:2]([NH:1][S:24]([C:21]3[CH:22]=[CH:23][C:18]([F:17])=[CH:19][C:20]=3[CH3:28])(=[O:25])=[O:26])[CH:7]=[N:6][CH:5]=2)[CH:15]=[CH:14][C:11]=1[C:12]#[N:13]. The catalyst class is: 17. (4) Reactant: [NH:1]1[C:5]2[C:6]3[CH:7]=[CH:8][N:9]=[CH:10][C:11]=3[CH2:12][CH2:13][C:4]=2[CH:3]=[C:2]1[C:14]([O:16]C)=O.CO.[NH3:20].C(OCC)C. Product: [NH:1]1[C:5]2[C:6]3[CH:7]=[CH:8][N:9]=[CH:10][C:11]=3[CH2:12][CH2:13][C:4]=2[CH:3]=[C:2]1[C:14]([NH2:20])=[O:16]. The catalyst class is: 3. (5) Reactant: [NH2:1][C:2]1[CH:7]=[C:6]([C:8]([F:11])([F:10])[F:9])[CH:5]=[CH:4][N:3]=1.N1C=CC=CC=1.Cl[C:19]([O:21][C:22]1[CH:27]=[CH:26][CH:25]=[CH:24][CH:23]=1)=[O:20]. Product: [C:22]1([O:21][C:19](=[O:20])[NH:1][C:2]2[CH:7]=[C:6]([C:8]([F:9])([F:11])[F:10])[CH:5]=[CH:4][N:3]=2)[CH:27]=[CH:26][CH:25]=[CH:24][CH:23]=1. The catalyst class is: 30. (6) Reactant: [CH3:1][NH:2][CH3:3].Cl[C:5]1[N:10]=[C:9]2[C:11]([C:14]([F:26])([F:25])[C:15]3[CH:16]=[C:17]4[C:22](=[CH:23][CH:24]=3)[N:21]=[CH:20][CH:19]=[CH:18]4)=[N:12][O:13][C:8]2=[CH:7][CH:6]=1. Product: [F:25][C:14]([F:26])([C:15]1[CH:16]=[C:17]2[C:22](=[CH:23][CH:24]=1)[N:21]=[CH:20][CH:19]=[CH:18]2)[C:11]1[C:9]2=[N:10][C:5]([N:2]([CH3:3])[CH3:1])=[CH:6][CH:7]=[C:8]2[O:13][N:12]=1. The catalyst class is: 8. (7) Reactant: NC1C=CC=CC=1S.CN(C)C1C=CC(C=O)=C([N+]([O-])=O)C=1.[S:23]1[C:27]2[CH:28]=[CH:29][CH:30]=[CH:31][C:26]=2[N:25]=[C:24]1[C:32]1[CH:37]=[CH:36][C:35]([N:38]([CH3:40])[CH3:39])=[CH:34][C:33]=1[N+:41]([O-])=O.[Sn](Cl)Cl.[OH-].[Na+]. Product: [S:23]1[C:27]2[CH:28]=[CH:29][CH:30]=[CH:31][C:26]=2[N:25]=[C:24]1[C:32]1[CH:37]=[CH:36][C:35]([N:38]([CH3:39])[CH3:40])=[CH:34][C:33]=1[NH2:41]. The catalyst class is: 33. (8) Reactant: [F:1][C:2]1[CH:3]=[C:4]([C@@H:9]2[N:14]([C:15]([O:17]C3C=CC([N+]([O-])=O)=CC=3)=O)[C:13](=[O:27])[NH:12][C:11]([CH2:28][O:29][CH3:30])=[C:10]2[C:31]([O:33][CH3:34])=[O:32])[CH:5]=[CH:6][C:7]=1[F:8].[N+:35]([C:38]1[CH:39]=[C:40]([C:44]2[CH2:45][CH2:46][N:47]([CH2:50][CH2:51][CH2:52][NH2:53])[CH2:48][CH:49]=2)[CH:41]=[CH:42][CH:43]=1)([O-])=O.C([O-])([O-])=O.[K+].[K+].CO. Product: [NH2:35][C:38]1[CH:39]=[C:40]([CH:44]2[CH2:45][CH2:46][N:47]([CH2:50][CH2:51][CH2:52][NH:53][C:15]([N:14]3[C@@H:9]([C:4]4[CH:5]=[CH:6][C:7]([F:8])=[C:2]([F:1])[CH:3]=4)[C:10]([C:31]([O:33][CH3:34])=[O:32])=[C:11]([CH2:28][O:29][CH3:30])[NH:12][C:13]3=[O:27])=[O:17])[CH2:48][CH2:49]2)[CH:41]=[CH:42][CH:43]=1. The catalyst class is: 4. (9) Reactant: [F:1][C:2]1[C:3]([OH:12])=[CH:4][C:5]2[O:9][CH2:8][C:7](=O)[C:6]=2[CH:11]=1.O.NN.[OH-].[K+].Cl. Product: [F:1][C:2]1[C:3]([OH:12])=[CH:4][C:5]2[O:9][CH2:8][CH2:7][C:6]=2[CH:11]=1. The catalyst class is: 8. (10) Reactant: [CH3:1][O:2][C:3]1[CH:4]=[C:5]2[C:10](=[CH:11][C:12]=1[O:13][CH3:14])[N:9]=[CH:8][N:7]=[C:6]2[O:15][C:16]1[CH:22]=[CH:21][C:19]([NH2:20])=[CH:18][CH:17]=1.C1(C)C=CC=CC=1.C(N(CC)CC)C.ClC(Cl)(O[C:41](=[O:47])[O:42][C:43](Cl)(Cl)Cl)Cl.[F:49][C:50]1[CH:51]=[C:52]([CH:58]=[CH:59][CH:60]=1)[O:53][CH2:54][CH2:55]CO. Product: [CH3:1][O:2][C:3]1[CH:4]=[C:5]2[C:10](=[CH:11][C:12]=1[O:13][CH3:14])[N:9]=[CH:8][N:7]=[C:6]2[O:15][C:16]1[CH:22]=[CH:21][C:19]([NH:20][C:41](=[O:47])[O:42][CH2:43][CH2:55][CH2:54][O:53][C:52]2[CH:58]=[CH:59][CH:60]=[C:50]([F:49])[CH:51]=2)=[CH:18][CH:17]=1. The catalyst class is: 2.